Predict the product of the given reaction. From a dataset of Forward reaction prediction with 1.9M reactions from USPTO patents (1976-2016). Given the reactants [NH:1]1[CH2:6][CH2:5][O:4][CH2:3][CH2:2]1.[Cl:7][C:8]1[CH:13]=[CH:12][C:11]([C:14]2[N:15]=[C:16]([C:19]3[CH:20]=[N:21][CH:22]=[CH:23][C:24]=3Cl)[S:17][CH:18]=2)=[CH:10][CH:9]=1.[I-].[Na+], predict the reaction product. The product is: [Cl:7][C:8]1[CH:9]=[CH:10][C:11]([C:14]2[N:15]=[C:16]([C:19]3[CH:20]=[N:21][CH:22]=[CH:23][C:24]=3[N:1]3[CH2:6][CH2:5][O:4][CH2:3][CH2:2]3)[S:17][CH:18]=2)=[CH:12][CH:13]=1.